Dataset: Peptide-MHC class I binding affinity with 185,985 pairs from IEDB/IMGT. Task: Regression. Given a peptide amino acid sequence and an MHC pseudo amino acid sequence, predict their binding affinity value. This is MHC class I binding data. (1) The peptide sequence is YMYAVSGAL. The MHC is HLA-B08:03 with pseudo-sequence HLA-B08:03. The binding affinity (normalized) is 0.543. (2) The peptide sequence is FQKDAKVLF. The MHC is HLA-A02:01 with pseudo-sequence HLA-A02:01. The binding affinity (normalized) is 0.0847. (3) The peptide sequence is GLCTLVAML. The MHC is HLA-B40:02 with pseudo-sequence HLA-B40:02. The binding affinity (normalized) is 0. (4) The peptide sequence is RIVVALSSL. The MHC is HLA-A02:01 with pseudo-sequence HLA-A02:01. The binding affinity (normalized) is 0.358. (5) The peptide sequence is YRKPSGGVF. The MHC is HLA-B07:02 with pseudo-sequence HLA-B07:02. The binding affinity (normalized) is 0.195. (6) The peptide sequence is TAGNKVDVDI. The MHC is HLA-A02:01 with pseudo-sequence HLA-A02:01. The binding affinity (normalized) is 0.0203. (7) The peptide sequence is SPRTLNAWV. The MHC is HLA-B57:01 with pseudo-sequence HLA-B57:01. The binding affinity (normalized) is 0. (8) The peptide sequence is FQYQNGQFI. The MHC is H-2-Kb with pseudo-sequence H-2-Kb. The binding affinity (normalized) is 0.0352. (9) The peptide sequence is SVFHEHIFK. The MHC is HLA-B58:01 with pseudo-sequence HLA-B58:01. The binding affinity (normalized) is 0.0847. (10) The binding affinity (normalized) is 0.547. The MHC is HLA-A03:01 with pseudo-sequence HLA-A03:01. The peptide sequence is MSMGDIITY.